This data is from Catalyst prediction with 721,799 reactions and 888 catalyst types from USPTO. The task is: Predict which catalyst facilitates the given reaction. (1) Reactant: [ClH:1].C(OC([N:9]1[CH2:14][CH2:13][CH2:12][CH2:11][C@@H:10]1[CH2:15][OH:16])=O)(C)(C)C. Product: [ClH:1].[NH:9]1[CH2:14][CH2:13][CH2:12][CH2:11][C@@H:10]1[CH2:15][OH:16]. The catalyst class is: 12. (2) Reactant: Br[CH2:2][C:3]([C:5]1[CH:10]=[CH:9][C:8]([S:11]([N:14]([CH2:20][O:21][CH3:22])[C:15]2[S:16][CH:17]=[CH:18][N:19]=2)(=[O:13])=[O:12])=[CH:7][CH:6]=1)=O.[Cl:23][C:24]1[CH:29]=[CH:28][CH:27]=[C:26]([Cl:30])[C:25]=1[CH2:31][C:32]([NH2:34])=[NH:33]. Product: [Cl:23][C:24]1[CH:29]=[CH:28][CH:27]=[C:26]([Cl:30])[C:25]=1[CH2:31][C:32]1[NH:33][C:3]([C:5]2[CH:10]=[CH:9][C:8]([S:11]([N:14]([CH2:20][O:21][CH3:22])[C:15]3[S:16][CH:17]=[CH:18][N:19]=3)(=[O:13])=[O:12])=[CH:7][CH:6]=2)=[CH:2][N:34]=1. The catalyst class is: 3. (3) Reactant: [C:1]([N:4]1[CH2:13][CH2:12][C:11]2[C:6](=[CH:7][C:8]([C:14]3[CH:15]=[C:16]([C:20]4([C:28]5[CH:33]=[CH:32][CH:31]=[CH:30][CH:29]=5)[N:24]=[C:23]([NH2:25])[N:22]([CH3:26])[C:21]4=[O:27])[CH:17]=[CH:18][CH:19]=3)=[CH:9][CH:10]=2)[CH2:5]1)(=[O:3])[CH3:2].[ClH:34]. Product: [ClH:34].[C:1]([N:4]1[CH2:13][CH2:12][C:11]2[C:6](=[CH:7][C:8]([C:14]3[CH:15]=[C:16]([C:20]4([C:28]5[CH:33]=[CH:32][CH:31]=[CH:30][CH:29]=5)[N:24]=[C:23]([NH2:25])[N:22]([CH3:26])[C:21]4=[O:27])[CH:17]=[CH:18][CH:19]=3)=[CH:9][CH:10]=2)[CH2:5]1)(=[O:3])[CH3:2]. The catalyst class is: 4. (4) Reactant: [N+:1]([C:4]1[CH:9]=[CH:8][C:7]([SH:10])=[CH:6][CH:5]=1)([O-:3])=[O:2].[CH2:11]([N:13](CC)CC)[CH3:12].BrCC#N.O. Product: [N+:1]([C:4]1[CH:9]=[CH:8][C:7]([S:10][CH2:12][C:11]#[N:13])=[CH:6][CH:5]=1)([O-:3])=[O:2]. The catalyst class is: 1. (5) Reactant: CO[C:3]([C:5]1[N:6]=[C:7]([C:23]#[N:24])[C:8]2[C:13]([C:14]=1[OH:15])=[CH:12][CH:11]=[C:10]([O:16][C:17]1[CH:22]=[CH:21][CH:20]=[CH:19][CH:18]=1)[CH:9]=2)=[O:4].[CH3:25][O-:26].[Na+].Cl.[OH2:29]. Product: [C:23]([C:7]1[C:8]2[C:13](=[CH:12][CH:11]=[C:10]([O:16][C:17]3[CH:18]=[CH:19][CH:20]=[CH:21][CH:22]=3)[CH:9]=2)[C:14]([OH:15])=[C:5]([C:3]([NH:6][CH2:5][C@H:14]([CH3:13])[C:25]([OH:29])=[O:26])=[O:4])[N:6]=1)#[N:24]. The catalyst class is: 14. (6) Reactant: C([O:3][C:4](=O)[C:5]1[CH:10]=[C:9]([Cl:11])[C:8]([O:12][C:13]2[CH:18]=[CH:17][C:16]([O:19][CH3:20])=[C:15]([CH:21]([CH3:23])[CH3:22])[CH:14]=2)=[C:7]([Cl:24])[CH:6]=1)C.[H-].C([Al+]CC(C)C)C(C)C. Product: [Cl:11][C:9]1[CH:10]=[C:5]([CH2:4][OH:3])[CH:6]=[C:7]([Cl:24])[C:8]=1[O:12][C:13]1[CH:18]=[CH:17][C:16]([O:19][CH3:20])=[C:15]([CH:21]([CH3:23])[CH3:22])[CH:14]=1. The catalyst class is: 2. (7) Reactant: [CH3:1][O:2][CH2:3][CH2:4][NH:5][C:6]1[CH:7]=[C:8]([C:12]2[CH:17]=[CH:16][C:15]([C:18]([F:21])([F:20])[F:19])=[CH:14][CH:13]=2)[CH:9]=[CH:10][CH:11]=1.Br[CH2:23][C:24]1[CH:36]=[CH:35][C:27]([O:28][CH2:29][C:30]([O:32][CH2:33][CH3:34])=[O:31])=[C:26]([CH3:37])[CH:25]=1.C(N(CC)C(C)C)(C)C. Product: [CH3:1][O:2][CH2:3][CH2:4][N:5]([CH2:23][C:24]1[CH:36]=[CH:35][C:27]([O:28][CH2:29][C:30]([O:32][CH2:33][CH3:34])=[O:31])=[C:26]([CH3:37])[CH:25]=1)[C:6]1[CH:7]=[C:8]([C:12]2[CH:17]=[CH:16][C:15]([C:18]([F:19])([F:20])[F:21])=[CH:14][CH:13]=2)[CH:9]=[CH:10][CH:11]=1. The catalyst class is: 10.